The task is: Predict the reactants needed to synthesize the given product.. This data is from Full USPTO retrosynthesis dataset with 1.9M reactions from patents (1976-2016). Given the product [Cl:1][C:2]1[CH:3]=[CH:4][C:5]([CH2:8][C:9]([NH:12][C:13]2[CH:18]=[C:17]([C:19]([C:21]3[C:29]4[CH:28]=[N:27][CH:26]=[N:25][C:24]=4[N:23]([CH:30]([CH2:31][OH:32])[CH2:35][OH:34])[CH:22]=3)=[O:20])[CH:16]=[CH:15][N:14]=2)=[O:11])=[CH:6][CH:7]=1, predict the reactants needed to synthesize it. The reactants are: [Cl:1][C:2]1[CH:7]=[CH:6][C:5]([CH2:8][C:9]([OH:11])=O)=[CH:4][CH:3]=1.[NH2:12][C:13]1[CH:18]=[C:17]([C:19]([C:21]2[C:29]3[CH:28]=[N:27][CH:26]=[N:25][C:24]=3[N:23]([CH:30]3[CH2:35][O:34]C(C)(C)[O:32][CH2:31]3)[CH:22]=2)=[O:20])[CH:16]=[CH:15][N:14]=1.CN(C(ON1N=NC2C=CC=NC1=2)=[N+](C)C)C.F[P-](F)(F)(F)(F)F.C(=O)(O)[O-].[Na+].